Dataset: Catalyst prediction with 721,799 reactions and 888 catalyst types from USPTO. Task: Predict which catalyst facilitates the given reaction. Reactant: F[C:2]1[C:7]([C:8]#[N:9])=[CH:6][C:5]2[C:10]3([CH2:26][O:27][C:4]=2[CH:3]=1)[C:18]1[C:13](=[CH:14][CH:15]=[CH:16][CH:17]=1)[N:12]([CH2:19][C@H:20]1[CH2:24][CH2:23][CH2:22][O:21]1)[C:11]3=[O:25].CC(=[N:31][OH:32])C.C(=O)([O-])[O-].[Cs+].[Cs+].O. Product: [NH2:9][C:8]1[C:7]2[CH:6]=[C:5]3[C:10]4([C:18]5[C:13](=[CH:14][CH:15]=[CH:16][CH:17]=5)[N:12]([CH2:19][C@H:20]5[CH2:24][CH2:23][CH2:22][O:21]5)[C:11]4=[O:25])[CH2:26][O:27][C:4]3=[CH:3][C:2]=2[O:32][N:31]=1. The catalyst class is: 9.